From a dataset of Forward reaction prediction with 1.9M reactions from USPTO patents (1976-2016). Predict the product of the given reaction. (1) Given the reactants [NH2:1][C:2]1[CH:3]=[N:4][CH:5]=[C:6](Br)[CH:7]=1.[C:9]([N:16]1[C:24]2[C:19](=[CH:20][CH:21]=[CH:22][CH:23]=2)[CH:18]=[C:17]1B(O)O)([O:11][C:12]([CH3:15])([CH3:14])[CH3:13])=[O:10].C([O-])([O-])=O.[K+].[K+].CC#N, predict the reaction product. The product is: [NH2:1][C:2]1[CH:7]=[C:6]([C:17]2[N:16]([C:9]([O:11][C:12]([CH3:15])([CH3:14])[CH3:13])=[O:10])[C:24]3[C:19]([CH:18]=2)=[CH:20][CH:21]=[CH:22][CH:23]=3)[CH:5]=[N:4][CH:3]=1. (2) Given the reactants Cl[C:2]1[N:7]=[C:6]([NH:8][CH:9]2[CH2:14][CH2:13][N:12]([C:15]([O:17][C:18]([CH3:21])([CH3:20])[CH3:19])=[O:16])[CH2:11][CH:10]2[CH2:22][CH3:23])[C:5]([Cl:24])=[CH:4][N:3]=1.CCN(C(C)C)C(C)C.Cl.[CH3:35][N:36]1[CH:40]=[C:39]([NH2:41])[C:38]([CH3:42])=[N:37]1, predict the reaction product. The product is: [Cl:24][C:5]1[C:6]([NH:8][CH:9]2[CH2:14][CH2:13][N:12]([C:15]([O:17][C:18]([CH3:21])([CH3:20])[CH3:19])=[O:16])[CH2:11][CH:10]2[CH2:22][CH3:23])=[N:7][C:2]([NH:41][C:39]2[C:38]([CH3:42])=[N:37][N:36]([CH3:35])[CH:40]=2)=[N:3][CH:4]=1. (3) Given the reactants [C:1]1([CH:7]([C:22]2[CH:27]=[CH:26][CH:25]=[CH:24][CH:23]=2)[C:8]2[CH:13]=[CH:12][CH:11]=[C:10](/[CH:14]=C/C3C=CC=CC=3)[CH:9]=2)[CH:6]=[CH:5][CH:4]=[CH:3][CH:2]=1.CC[O:30]CC, predict the reaction product. The product is: [C:1]1([CH:7]([C:22]2[CH:27]=[CH:26][CH:25]=[CH:24][CH:23]=2)[C:8]2[CH:9]=[C:10]([CH:11]=[CH:12][CH:13]=2)[CH:14]=[O:30])[CH:6]=[CH:5][CH:4]=[CH:3][CH:2]=1. (4) Given the reactants [F:1][C:2]1([F:8])[CH2:4][CH:3]1[C:5](O)=[O:6].O1CCCC1.C(Cl)(=O)C(Cl)=O.Cl.[NH2:21][C:22]1[N:23]=[C:24]2[CH:29]=[CH:28][C:27]([O:30][C:31]3[CH:32]=[CH:33][C:34]([CH3:47])=[C:35]([NH:37][C:38]([C:40]4[N:44]([CH3:45])[N:43]=[C:42]([CH3:46])[CH:41]=4)=[O:39])[CH:36]=3)=[N:26][N:25]2[CH:48]=1, predict the reaction product. The product is: [F:1][C:2]1([F:8])[CH2:4][CH:3]1[C:5]([NH:21][C:22]1[N:23]=[C:24]2[CH:29]=[CH:28][C:27]([O:30][C:31]3[CH:32]=[CH:33][C:34]([CH3:47])=[C:35]([NH:37][C:38]([C:40]4[N:44]([CH3:45])[N:43]=[C:42]([CH3:46])[CH:41]=4)=[O:39])[CH:36]=3)=[N:26][N:25]2[CH:48]=1)=[O:6]. (5) Given the reactants [CH2:1]([O:8][C:9]1[CH:14]=[CH:13][C:12]([F:15])=[C:11]([F:16])[C:10]=1[F:17])[C:2]1[CH:7]=[CH:6][CH:5]=[CH:4][CH:3]=1.[Li+].CC([N-]C(C)C)C.[Li]CCCC.[C:31](=[O:33])=[O:32], predict the reaction product. The product is: [CH2:1]([O:8][C:9]1[C:10]([F:17])=[C:11]([F:16])[C:12]([F:15])=[C:13]([CH:14]=1)[C:31]([OH:33])=[O:32])[C:2]1[CH:3]=[CH:4][CH:5]=[CH:6][CH:7]=1.